This data is from NCI-60 drug combinations with 297,098 pairs across 59 cell lines. The task is: Regression. Given two drug SMILES strings and cell line genomic features, predict the synergy score measuring deviation from expected non-interaction effect. (1) Drug 1: C1=NC2=C(N1)C(=S)N=C(N2)N. Drug 2: CCC1(CC2CC(C3=C(CCN(C2)C1)C4=CC=CC=C4N3)(C5=C(C=C6C(=C5)C78CCN9C7C(C=CC9)(C(C(C8N6C)(C(=O)OC)O)OC(=O)C)CC)OC)C(=O)OC)O.OS(=O)(=O)O. Cell line: PC-3. Synergy scores: CSS=33.0, Synergy_ZIP=-11.0, Synergy_Bliss=-4.63, Synergy_Loewe=-13.1, Synergy_HSA=-2.26. (2) Drug 1: C1=C(C(=O)NC(=O)N1)F. Drug 2: C#CCC(CC1=CN=C2C(=N1)C(=NC(=N2)N)N)C3=CC=C(C=C3)C(=O)NC(CCC(=O)O)C(=O)O. Cell line: HOP-92. Synergy scores: CSS=11.4, Synergy_ZIP=-6.22, Synergy_Bliss=-7.48, Synergy_Loewe=-7.49, Synergy_HSA=-7.49.